Dataset: Forward reaction prediction with 1.9M reactions from USPTO patents (1976-2016). Task: Predict the product of the given reaction. Given the reactants [C:1]([O-])(=O)CC(CC([O-])=O)(C([O-])=O)O.[Cl:14][C:15]1[CH:20]=[CH:19][C:18]([C:21]2([CH2:27][NH:28][C:29]([C:31]3[C:40]4[C:35](=[CH:36][CH:37]=[CH:38][CH:39]=4)[CH:34]=[C:33]([C:41]#[N:42])[C:32]=3[O:43][CH3:44])=[O:30])[CH2:26][CH2:25][NH:24][CH2:23][CH2:22]2)=[CH:17][CH:16]=1, predict the reaction product. The product is: [CH3:1][N:24]1[CH2:25][CH2:26][C:21]([C:18]2[CH:17]=[CH:16][C:15]([Cl:14])=[CH:20][CH:19]=2)([CH2:27][NH:28][C:29]([C:31]2[C:40]3[C:35](=[CH:36][CH:37]=[CH:38][CH:39]=3)[CH:34]=[C:33]([C:41]#[N:42])[C:32]=2[O:43][CH3:44])=[O:30])[CH2:22][CH2:23]1.